Dataset: Forward reaction prediction with 1.9M reactions from USPTO patents (1976-2016). Task: Predict the product of the given reaction. (1) Given the reactants [CH:1]([O:4][C:5](=[O:15])[C@H:6]([CH2:8][C:9]([O:11][CH:12]([CH3:14])[CH3:13])=[O:10])[OH:7])([CH3:3])[CH3:2].C[Si]([N-][Si](C)(C)C)(C)C.[Li+].[CH2:26](Br)[C:27]1[CH:32]=[CH:31][CH:30]=[CH:29][CH:28]=1.[NH4+].[Cl-], predict the reaction product. The product is: [CH2:26]([C@H:8]([C@H:6]([OH:7])[C:5]([O:4][CH:1]([CH3:2])[CH3:3])=[O:15])[C:9]([O:11][CH:12]([CH3:14])[CH3:13])=[O:10])[C:27]1[CH:32]=[CH:31][CH:30]=[CH:29][CH:28]=1. (2) The product is: [NH2:20][C:19]1[C:18]2[CH:17]=[C:16]([CH2:21][C:22]3[CH:27]=[N:26][CH:25]=[CH:24][N:23]=3)[S:15][C:14]=2[N:13]=[C:28]([C:30]2[CH:31]=[C:32]([CH:33]=[CH:34][CH:35]=2)[C:36]#[N:37])[N:29]=1. Given the reactants CC([O-])(C)C.[K+].O1CCOCC1.[NH2:13][C:14]1[S:15][C:16]([CH2:21][C:22]2[CH:27]=[N:26][CH:25]=[CH:24][N:23]=2)=[CH:17][C:18]=1[C:19]#[N:20].[C:28]([C:30]1[CH:35]=[CH:34][CH:33]=[C:32]([C:36]#[N:37])[CH:31]=1)#[N:29], predict the reaction product. (3) Given the reactants [CH2:1]([C:8]1[O:9][C:10]2[CH:16]=[CH:15][C:14]([CH2:17][OH:18])=[CH:13][C:11]=2[N:12]=1)[C:2]1[CH:7]=[CH:6][CH:5]=[CH:4][CH:3]=1.[CH3:19][S:20](Cl)(=[O:22])=[O:21].C(N(CC)CC)C.[OH-].[Na+], predict the reaction product. The product is: [CH3:19][S:20]([O:18][CH2:17][C:14]1[CH:15]=[CH:16][C:10]2[O:9][C:8]([CH2:1][C:2]3[CH:3]=[CH:4][CH:5]=[CH:6][CH:7]=3)=[N:12][C:11]=2[CH:13]=1)(=[O:22])=[O:21]. (4) The product is: [Cl:12][C:13]1[CH:14]=[C:15]([C:25]2[N:26]=[C:25]([C:15]3[CH:16]=[C:17]([C:19]4[CH:20]=[CH:21][CH:22]=[CH:23][CH:24]=4)[CH:18]=[C:13]([Cl:12])[CH:14]=3)[N:33]=[C:5]([C:4]3[CH:3]=[C:2]([Br:1])[CH:10]=[C:9]([Br:11])[CH:8]=3)[N:26]=2)[CH:16]=[C:17]([C:19]2[CH:24]=[CH:23][CH:22]=[CH:21][CH:20]=2)[CH:18]=1. Given the reactants [Br:1][C:2]1[CH:3]=[C:4]([CH:8]=[C:9]([Br:11])[CH:10]=1)[C:5](Cl)=O.[Cl:12][C:13]1[CH:14]=[C:15]([C:25]#[N:26])[CH:16]=[C:17]([C:19]2[CH:24]=[CH:23][CH:22]=[CH:21][CH:20]=2)[CH:18]=1.[Sb](Cl)(Cl)(Cl)(Cl)Cl.[NH3:33], predict the reaction product. (5) Given the reactants C([O:5][C:6]([N:8]1[CH2:12][CH2:11][CH2:10][C@H:9]1[C:13]1[NH:14][C:15]([C:18]2[CH:52]=[CH:51][C:21]3[C:22]4[CH:32]=[CH:31][C:30]([C:33]5[NH:37][C:36]([C@@H:38]6[CH2:42][CH2:41][CH2:40][N:39]6[C:43]([O:45]C(C)(C)C)=O)=[N:35][C:34]=5[Cl:50])=[CH:29][C:23]=4[O:24][CH2:25][CH2:26][CH2:27][O:28][C:20]=3[CH:19]=2)=[CH:16][N:17]=1)=O)(C)(C)C.FC(F)(F)[C:55]([OH:57])=[O:56].C(N([CH:66]([CH3:68])[CH3:67])CC)(C)C.O.[N:70]1(O)[C:74]2C=CC=CC=2N=N1.[CH3:80]CN=C=NCCCN(C)C.Cl.[CH3:92][O:93][C:94]([NH:96][C@@H:97]([CH:101]([CH3:103])[CH3:102])C(O)=O)=[O:95], predict the reaction product. The product is: [CH3:80][O:57][C:55]([NH:70][C@@H:74]([CH:66]([CH3:67])[CH3:68])[C:6]([N:8]1[CH2:12][CH2:11][CH2:10][C@H:9]1[C:13]1[NH:14][C:15]([C:18]2[CH:52]=[CH:51][C:21]3[C:22]4[CH:32]=[CH:31][C:30]([C:33]5[NH:37][C:36]([C@@H:38]6[CH2:42][CH2:41][CH2:40][N:39]6[C:43](=[O:45])[C@@H:97]([NH:96][C:94](=[O:95])[O:93][CH3:92])[CH:101]([CH3:103])[CH3:102])=[N:35][C:34]=5[Cl:50])=[CH:29][C:23]=4[O:24][CH2:25][CH2:26][CH2:27][O:28][C:20]=3[CH:19]=2)=[CH:16][N:17]=1)=[O:5])=[O:56]. (6) Given the reactants [CH3:1][O:2][C:3]([C:5]1[CH:10]=[CH:9][C:8](Br)=[C:7]([O:12][CH2:13][CH2:14][O:15][CH3:16])[N:6]=1)=[O:4].[CH:17]1(B(O)O)[CH2:19][CH2:18]1.P([O-])([O-])([O-])=O.[K+].[K+].[K+], predict the reaction product. The product is: [CH3:1][O:2][C:3]([C:5]1[CH:10]=[CH:9][C:8]([CH:17]2[CH2:19][CH2:18]2)=[C:7]([O:12][CH2:13][CH2:14][O:15][CH3:16])[N:6]=1)=[O:4].